This data is from Forward reaction prediction with 1.9M reactions from USPTO patents (1976-2016). The task is: Predict the product of the given reaction. (1) Given the reactants [C:1]([O:5][C:6](=[O:24])[CH2:7][CH2:8][C@H:9]([NH:13][C:14]([O:16][CH2:17][C:18]1[CH:23]=[CH:22][CH:21]=[CH:20][CH:19]=1)=[O:15])[C:10]([OH:12])=O)([CH3:4])([CH3:3])[CH3:2].[B-](F)(F)(F)F.CCOC(C(C#N)=NOC(N(C)C)=[N+](C)C)=O.[CH3:47][O:48][C:49]1[CH:50]=[C:51]([N:55]2[CH2:60][CH2:59][NH:58][CH2:57][CH2:56]2)[CH:52]=[CH:53][CH:54]=1, predict the reaction product. The product is: [C:1]([O:5][C:6](=[O:24])[CH2:7][CH2:8][C@H:9]([NH:13][C:14]([O:16][CH2:17][C:18]1[CH:23]=[CH:22][CH:21]=[CH:20][CH:19]=1)=[O:15])[C:10]([N:58]1[CH2:57][CH2:56][N:55]([C:51]2[CH:52]=[CH:53][CH:54]=[C:49]([O:48][CH3:47])[CH:50]=2)[CH2:60][CH2:59]1)=[O:12])([CH3:2])([CH3:3])[CH3:4]. (2) Given the reactants [F:1][C:2]1[CH:11]=[CH:10][C:9]2[NH:8][CH:7]=[C:6]3[C:12](=[O:21])[N:13]([C:15]4[CH:20]=[CH:19][CH:18]=[CH:17][CH:16]=4)[N:14]=[C:5]3[C:4]=2[CH:3]=1.[F:22]C1C=CC=CC=1NN, predict the reaction product. The product is: [F:1][C:2]1[CH:11]=[CH:10][C:9]2[NH:8][CH:7]=[C:6]3[C:12](=[O:21])[N:13]([C:15]4[CH:20]=[CH:19][CH:18]=[CH:17][C:16]=4[F:22])[N:14]=[C:5]3[C:4]=2[CH:3]=1. (3) Given the reactants Br[C:2]1[N:3]=[C:4]([N:23]2[CH2:28][CH2:27][O:26][CH2:25][CH2:24]2)[S:5][C:6]=1[C:7]1[N:11]2[N:12]=[C:13]([CH3:21])[CH:14]=[C:15]([CH:16]([CH2:19][CH3:20])[CH2:17][CH3:18])[C:10]2=[N:9][C:8]=1[CH3:22].[Li]CCCC.CCCCCC.C1C=CC(S(N(S(C2C=CC=CC=2)(=O)=O)[F:50])(=O)=O)=CC=1.[NH4+].[Cl-], predict the reaction product. The product is: [CH2:17]([CH:16]([C:15]1[C:10]2[N:11]([C:7]([C:6]3[S:5][C:4]([N:23]4[CH2:28][CH2:27][O:26][CH2:25][CH2:24]4)=[N:3][C:2]=3[F:50])=[C:8]([CH3:22])[N:9]=2)[N:12]=[C:13]([CH3:21])[CH:14]=1)[CH2:19][CH3:20])[CH3:18]. (4) Given the reactants Br[C:2]1[S:6][CH:5]=[C:4]([C:7]([N:9]2[C@@H:18]3[C@@H:13]([CH2:14][CH2:15][CH2:16][CH2:17]3)[CH2:12][CH2:11][CH2:10]2)=[O:8])[CH:3]=1.C(=O)([O-])[O-].[Cs+].[Cs+].[CH2:25]([O:27][C:28](=[O:44])[CH2:29][N:30]1[CH:34]=[C:33](B2OC(C)(C)C(C)(C)O2)[CH:32]=[N:31]1)[CH3:26], predict the reaction product. The product is: [CH2:25]([O:27][C:28](=[O:44])[CH2:29][N:30]1[CH:34]=[C:33]([C:2]2[S:6][CH:5]=[C:4]([C:7]([N:9]3[CH:18]4[CH:13]([CH2:14][CH2:15][CH2:16][CH2:17]4)[CH2:12][CH2:11][CH2:10]3)=[O:8])[CH:3]=2)[CH:32]=[N:31]1)[CH3:26].